Dataset: Forward reaction prediction with 1.9M reactions from USPTO patents (1976-2016). Task: Predict the product of the given reaction. (1) Given the reactants [CH:1]1([N:5]2[C:9]3[N:10]=[C:11]([O:14]C)[N:12]=[CH:13][C:8]=3[CH:7]=[CH:6]2)[CH2:4][CH2:3][CH2:2]1.[NH4+].[OH-], predict the reaction product. The product is: [CH:1]1([N:5]2[C:9]3[N:10]=[C:11]([OH:14])[N:12]=[CH:13][C:8]=3[CH:7]=[CH:6]2)[CH2:2][CH2:3][CH2:4]1. (2) Given the reactants C([O:4][C@H:5]1[CH2:22][CH2:21][C@@:20]2([CH3:23])[C@@H:7]([CH2:8][CH2:9][C@:10]3([CH3:50])[C@@H:19]2[CH2:18][CH2:17][C@H:16]2[C@@:11]3([CH3:49])[CH2:12][CH2:13][C@@:14]3([C:31]([N:33]4[CH2:37][CH2:36][CH2:35][C@H:34]4[C:38]4[NH:39][C:40]([C:43]5[CH:44]=[N:45][CH:46]=[CH:47][CH:48]=5)=[CH:41][N:42]=4)=[O:32])[CH2:26][CH2:25][C@@H:24]([C:27]4([CH3:30])[CH2:29][CH2:28]4)[C@@H:15]32)[C:6]1([CH3:52])[CH3:51])(=O)C.C(=O)([O-])[O-].[K+].[K+], predict the reaction product. The product is: [OH:4][C@H:5]1[CH2:22][CH2:21][C@@:20]2([CH3:23])[C@@H:7]([CH2:8][CH2:9][C@:10]3([CH3:50])[C@@H:19]2[CH2:18][CH2:17][C@H:16]2[C@@:11]3([CH3:49])[CH2:12][CH2:13][C@@:14]3([C:31]([N:33]4[CH2:37][CH2:36][CH2:35][C@H:34]4[C:38]4[NH:39][C:40]([C:43]5[CH:44]=[N:45][CH:46]=[CH:47][CH:48]=5)=[CH:41][N:42]=4)=[O:32])[CH2:26][CH2:25][C@@H:24]([C:27]4([CH3:30])[CH2:28][CH2:29]4)[C@@H:15]32)[C:6]1([CH3:52])[CH3:51]. (3) Given the reactants [Cl:1][C:2]1[CH:3]=[C:4]([S:9][C:10]2[NH:11][C:12]3[C:17]([N:18]=2)=[C:16]([NH2:19])[N:15]=[CH:14][N:13]=3)[CH:5]=[C:6]([Cl:8])[CH:7]=1.C([O-])([O-])=O.[Cs+].[Cs+].BrCCCCCC[C:33]1[CH:41]=[CH:40][CH:39]=[C:35]([C:36](N)=[O:37])[C:34]=1[C:42]([NH2:44])=[O:43], predict the reaction product. The product is: [NH2:19][C:16]1[N:15]=[CH:14][N:13]=[C:12]2[C:17]=1[N:18]=[C:10]([S:9][C:4]1[CH:3]=[C:2]([Cl:1])[CH:7]=[C:6]([Cl:8])[CH:5]=1)[N:11]2[CH2:4][CH2:3][CH2:2][CH2:7][CH2:6][CH2:5][N:44]1[C:42](=[O:43])[C:34]2[C:35](=[CH:39][CH:40]=[CH:41][CH:33]=2)[C:36]1=[O:37]. (4) Given the reactants B(Br)(Br)Br.[NH2:5][C:6]1[C:15]2[N:16]=[C:17]([CH2:33][CH2:34][O:35]C)[N:18]([CH2:19][CH2:20][CH2:21][NH:22][S:23]([C:26]3[CH:31]=[CH:30][C:29]([CH3:32])=[CH:28][CH:27]=3)(=[O:25])=[O:24])[C:14]=2[C:13]2[CH:12]=[CH:11][CH:10]=[CH:9][C:8]=2[N:7]=1, predict the reaction product. The product is: [NH2:5][C:6]1[C:15]2[N:16]=[C:17]([CH2:33][CH2:34][OH:35])[N:18]([CH2:19][CH2:20][CH2:21][NH:22][S:23]([C:26]3[CH:27]=[CH:28][C:29]([CH3:32])=[CH:30][CH:31]=3)(=[O:25])=[O:24])[C:14]=2[C:13]2[CH:12]=[CH:11][CH:10]=[CH:9][C:8]=2[N:7]=1. (5) The product is: [CH3:32][O:31][C:29](=[O:30])[C:26]1[CH:27]=[CH:28][C:23]([CH2:22][N:12]2[C:13]3[C:18](=[CH:17][C:16]([CH3:20])=[CH:15][C:14]=3[CH3:21])[CH:19]=[C:11]2[C:9]([NH:8][C:7]2[S:33][C:35]([CH2:49][CH2:50][CH:51]3[CH2:52][CH2:53][CH2:54][CH2:55][CH2:56]3)=[C:36]([C:38]3[CH:43]=[C:42]([O:44][CH3:45])[C:41]([Cl:46])=[CH:40][C:39]=3[O:47][CH3:48])[N:6]=2)=[O:10])=[CH:24][CH:25]=1. Given the reactants CN(C)C=O.[NH2:6][C:7](=[S:33])[NH:8][C:9]([C:11]1[N:12]([CH2:22][C:23]2[CH:28]=[CH:27][C:26]([C:29]([O:31][CH3:32])=[O:30])=[CH:25][CH:24]=2)[C:13]2[C:18]([CH:19]=1)=[CH:17][C:16]([CH3:20])=[CH:15][C:14]=2[CH3:21])=[O:10].Br[CH:35]([CH2:49][CH2:50][CH:51]1[CH2:56][CH2:55][CH2:54][CH2:53][CH2:52]1)[C:36]([C:38]1[CH:43]=[C:42]([O:44][CH3:45])[C:41]([Cl:46])=[CH:40][C:39]=1[O:47][CH3:48])=O.C(N(CC)CC)C, predict the reaction product. (6) Given the reactants C(Cl)Cl.CC1(C)C(C)(C)OB([C:12]2[CH:13]=[C:14]([OH:18])[CH:15]=[CH:16][CH:17]=2)O1.Cl[C:21]1[C:26]([N+:27]([O-:29])=[O:28])=[CH:25][CH:24]=[CH:23][N:22]=1.C(=O)([O-])[O-].[K+].[K+], predict the reaction product. The product is: [N+:27]([C:26]1[C:21]([C:12]2[CH:13]=[C:14]([OH:18])[CH:15]=[CH:16][CH:17]=2)=[N:22][CH:23]=[CH:24][CH:25]=1)([O-:29])=[O:28]. (7) Given the reactants Cl[C:2]1[N:7]=[C:6]([C:8]2[CH:13]=[CH:12][C:11]([F:14])=[CH:10][C:9]=2[O:15][CH3:16])[C:5]([F:17])=[CH:4][N:3]=1.[NH2:18][C:19]1[CH:20]=[C:21]([CH2:32][OH:33])[CH:22]=[C:23]([C:25]([F:31])([F:30])[C:26]([F:29])([F:28])[F:27])[CH:24]=1, predict the reaction product. The product is: [F:17][C:5]1[C:6]([C:8]2[CH:13]=[CH:12][C:11]([F:14])=[CH:10][C:9]=2[O:15][CH3:16])=[N:7][C:2]([NH:18][C:19]2[CH:20]=[C:21]([CH2:32][OH:33])[CH:22]=[C:23]([C:25]([F:30])([F:31])[C:26]([F:27])([F:28])[F:29])[CH:24]=2)=[N:3][CH:4]=1.